This data is from Full USPTO retrosynthesis dataset with 1.9M reactions from patents (1976-2016). The task is: Predict the reactants needed to synthesize the given product. (1) Given the product [N+:12]([C:8]1[CH:9]=[C:10]2[C:5]([CH2:4][CH2:3][C:2](=[O:11])[CH2:1]2)=[CH:6][CH:7]=1)([O-:14])=[O:13], predict the reactants needed to synthesize it. The reactants are: [CH2:1]1[C:10]2[C:5](=[CH:6][CH:7]=[CH:8][CH:9]=2)[CH2:4][CH2:3][C:2]1=[O:11].[N+:12]([O-])([O-:14])=[O:13].[K+]. (2) Given the product [CH3:10][C:11]1[C:15]([C:2]2[CH:7]=[CH:6][N:5]=[C:4]([S:8][CH3:9])[N:3]=2)=[C:14]([CH3:19])[O:13][N:12]=1, predict the reactants needed to synthesize it. The reactants are: I[C:2]1[CH:7]=[CH:6][N:5]=[C:4]([S:8][CH3:9])[N:3]=1.[CH3:10][C:11]1[C:15](B(O)O)=[C:14]([CH3:19])[O:13][N:12]=1.C([O-])([O-])=O.[Na+].[Na+].C1(P(C2C=CC=CC=2)C2C=CC=CC=2)C=CC=CC=1. (3) Given the product [CH:1]1([N:4]2[C:13]3[C:8](=[C:9]([N+:18]([O-:20])=[O:19])[C:10]([F:17])=[C:11]([F:16])[C:12]=3[O:14][CH3:15])[C:7](=[O:21])[CH:6]([C:22]([O:24][CH2:25][CH3:26])=[O:23])[CH:5]2[CH3:28])[CH2:2][CH2:3]1, predict the reactants needed to synthesize it. The reactants are: [CH:1]1([N:4]2[C:13]3[C:8](=[C:9]([N+:18]([O-:20])=[O:19])[C:10]([F:17])=[C:11]([F:16])[C:12]=3[O:14][CH3:15])[C:7](=[O:21])[C:6]([C:22]([O:24][CH2:25][CH3:26])=[O:23])=[CH:5]2)[CH2:3][CH2:2]1.Cl.[CH2:28]1COCC1. (4) Given the product [Cl:8][C:6]1[CH:5]=[CH:4][N:3]2[CH:10]=[CH:11][N:1]=[C:2]2[CH:7]=1, predict the reactants needed to synthesize it. The reactants are: [NH2:1][C:2]1[CH:7]=[C:6]([Cl:8])[CH:5]=[CH:4][N:3]=1.Cl[CH2:10][CH:11]=O. (5) Given the product [F:20][C:18]1[CH:19]=[C:14]([C:7]2[CH:8]=[CH:9][C:4]([S:2]([CH3:1])=[O:3])=[CH:5][CH:6]=2)[CH:15]=[C:16]([F:34])[C:17]=1[CH2:21][N:23]1[CH2:27][CH2:26][CH2:25][C@@:24]1([CH3:28])[N:23]1[CH2:27][CH2:26][CH2:25][CH2:24]1, predict the reactants needed to synthesize it. The reactants are: [CH3:1][S:2]([C:4]1[CH:9]=[CH:8][C:7](B(O)O)=[CH:6][CH:5]=1)=[O:3].Br[C:14]1[CH:19]=[C:18]([F:20])[C:17]([C:21]([N:23]2[CH2:27][CH2:26][CH2:25][C@H:24]2[CH2:28]N2CCCC2)=O)=[C:16]([F:34])[CH:15]=1. (6) Given the product [Cl:1][C:2]1[N:7]=[C:6]([N:8]([CH3:20])[C:9]2[CH:10]=[CH:11][C:12]3[C:16]([CH:17]=2)=[N:15][N:14]([CH3:18])[C:13]=3[CH3:19])[CH:5]=[CH:4][N:3]=1, predict the reactants needed to synthesize it. The reactants are: [Cl:1][C:2]1[N:7]=[C:6]([NH:8][C:9]2[CH:10]=[CH:11][C:12]3[C:16]([CH:17]=2)=[N:15][N:14]([CH3:18])[C:13]=3[CH3:19])[CH:5]=[CH:4][N:3]=1.[C:20](=O)([O-])[O-].[Cs+].[Cs+].IC. (7) Given the product [Cl:11][C:10]1[N:9]([CH2:12][CH2:13][CH2:14][O:15][CH3:16])[N:8]=[CH:7][C:6]=1[C:4]([OH:5])=[O:3], predict the reactants needed to synthesize it. The reactants are: C([O:3][C:4]([C:6]1[CH:7]=[N:8][N:9]([CH2:12][CH2:13][CH2:14][O:15][CH3:16])[C:10]=1[Cl:11])=[O:5])C.[OH-].[Li+]. (8) The reactants are: [OH:1][C:2]1[CH:3]=[C:4]2[C:9](=[CH:10][C:11]=1[O:12][CH3:13])[C:8]([CH2:14][C:15]1[CH:20]=[CH:19][CH:18]=[C:17]([O:21][CH2:22][CH3:23])[CH:16]=1)=[N:7][CH:6]=[C:5]2[CH:24]=[O:25].C(=O)([O-])[O-].[K+].[K+].[Br:32][CH2:33][CH2:34]Br. Given the product [CH2:22]([O:21][C:17]1[CH:16]=[C:15]([CH:20]=[CH:19][CH:18]=1)[CH2:14][C:8]1[C:9]2[C:4](=[CH:3][C:2]([O:1][CH2:34][CH2:33][Br:32])=[C:11]([O:12][CH3:13])[CH:10]=2)[C:5]([CH:24]=[O:25])=[CH:6][N:7]=1)[CH3:23], predict the reactants needed to synthesize it. (9) Given the product [C:7]([NH:3][N:2]([CH3:1])[C:4]([NH2:6])=[O:5])(=[O:11])[CH:8]([CH3:10])[CH3:9], predict the reactants needed to synthesize it. The reactants are: [CH3:1][N:2]([C:4]([NH2:6])=[O:5])[NH2:3].[C:7](Cl)(=[O:11])[CH:8]([CH3:10])[CH3:9].